This data is from Full USPTO retrosynthesis dataset with 1.9M reactions from patents (1976-2016). The task is: Predict the reactants needed to synthesize the given product. (1) Given the product [C:1]1([S:7]([N:10]2[C:14]3=[N:15][CH:16]=[CH:17][CH:18]=[C:13]3[CH:12]=[C:11]2[C:19]([C:42]2[CH:43]=[N:44][C:39]([S:38][CH3:37])=[CH:40][CH:41]=2)=[CH:20][CH:21]2[CH2:25][CH2:24][CH2:23][CH2:22]2)(=[O:8])=[O:9])[CH:6]=[CH:5][CH:4]=[CH:3][CH:2]=1, predict the reactants needed to synthesize it. The reactants are: [C:1]1([S:7]([N:10]2[C:14]3=[N:15][CH:16]=[CH:17][CH:18]=[C:13]3[CH:12]=[C:11]2[C:19](OS(C2C=CC(C)=CC=2)(=O)=O)=[CH:20][CH:21]2[CH2:25][CH2:24][CH2:23][CH2:22]2)(=[O:9])=[O:8])[CH:6]=[CH:5][CH:4]=[CH:3][CH:2]=1.[CH3:37][S:38][C:39]1[N:44]=[CH:43][C:42](B(O)O)=[CH:41][CH:40]=1.C(=O)([O-])[O-].[Na+].[Na+]. (2) Given the product [OH:12][CH2:11][CH2:10][CH2:9][CH2:8][CH2:7][CH2:6][CH2:5][CH2:4][S:16][C:17]1[CH:22]=[CH:21][N+:20]([O-:23])=[CH:19][C:18]=1[CH3:24], predict the reactants needed to synthesize it. The reactants are: [OH-].[Na+].Br[CH2:4][CH2:5][CH2:6][CH2:7][CH2:8][CH2:9][CH2:10][CH2:11][OH:12].C(O)C.[SH:16][C:17]1[CH:22]=[CH:21][N+:20]([O-:23])=[CH:19][C:18]=1[CH3:24]. (3) Given the product [N:1]1[C:2]2[C:3](=[CH:4][C:5]([CH2:8][C:9]([OH:11])=[O:10])=[CH:6][CH:7]=2)[CH:16]=[CH:14][CH:13]=1, predict the reactants needed to synthesize it. The reactants are: [NH2:1][C:2]1[CH:7]=[CH:6][C:5]([CH2:8][C:9]([OH:11])=[O:10])=[CH:4][CH:3]=1.O[CH2:13][CH:14]([CH2:16]O)O.[N+](C1C=CC=CC=1)([O-])=O.OS(O)(=O)=O. (4) Given the product [F:31][C:4]1[CH:3]=[C:2]([NH:1][C:36]([NH:55][C:51]2[CH:52]=[CH:53][CH:54]=[C:49]([S:46]([CH3:45])(=[O:48])=[O:47])[CH:50]=2)=[O:42])[CH:30]=[CH:29][C:5]=1[O:6][C:7]1[CH:12]=[CH:11][N:10]=[C:9]2[CH:13]=[C:14]([C:16]3[CH:17]=[CH:18][C:19]([C:22]([N:24]4[CH2:28][CH2:27][CH2:26][CH2:25]4)=[O:23])=[CH:20][CH:21]=3)[S:15][C:8]=12, predict the reactants needed to synthesize it. The reactants are: [NH2:1][C:2]1[CH:30]=[CH:29][C:5]([O:6][C:7]2[CH:12]=[CH:11][N:10]=[C:9]3[CH:13]=[C:14]([C:16]4[CH:21]=[CH:20][C:19]([C:22]([N:24]5[CH2:28][CH2:27][CH2:26][CH2:25]5)=[O:23])=[CH:18][CH:17]=4)[S:15][C:8]=23)=[C:4]([F:31])[CH:3]=1.ClC(Cl)(O[C:36](=[O:42])OC(Cl)(Cl)Cl)Cl.[Cl-].[CH3:45][S:46]([C:49]1[CH:50]=[C:51]([NH3+:55])[CH:52]=[CH:53][CH:54]=1)(=[O:48])=[O:47].CC(C)=O.